Task: Regression. Given two drug SMILES strings and cell line genomic features, predict the synergy score measuring deviation from expected non-interaction effect.. Dataset: NCI-60 drug combinations with 297,098 pairs across 59 cell lines (1) Drug 2: CN1C2=C(C=C(C=C2)N(CCCl)CCCl)N=C1CCCC(=O)O.Cl. Synergy scores: CSS=42.3, Synergy_ZIP=-3.92, Synergy_Bliss=-2.18, Synergy_Loewe=-25.1, Synergy_HSA=1.14. Cell line: CAKI-1. Drug 1: CC1C(C(CC(O1)OC2CC(CC3=C2C(=C4C(=C3O)C(=O)C5=C(C4=O)C(=CC=C5)OC)O)(C(=O)C)O)N)O.Cl. (2) Drug 1: CN1C(=O)N2C=NC(=C2N=N1)C(=O)N. Drug 2: CC1=C(C(=O)C2=C(C1=O)N3CC4C(C3(C2COC(=O)N)OC)N4)N. Cell line: DU-145. Synergy scores: CSS=59.8, Synergy_ZIP=-0.104, Synergy_Bliss=-0.245, Synergy_Loewe=-31.9, Synergy_HSA=1.64. (3) Drug 1: CCCCCOC(=O)NC1=NC(=O)N(C=C1F)C2C(C(C(O2)C)O)O. Drug 2: C(CN)CNCCSP(=O)(O)O. Cell line: CCRF-CEM. Synergy scores: CSS=-4.55, Synergy_ZIP=2.08, Synergy_Bliss=-0.574, Synergy_Loewe=-3.13, Synergy_HSA=-5.83. (4) Drug 1: CCCCCOC(=O)NC1=NC(=O)N(C=C1F)C2C(C(C(O2)C)O)O. Drug 2: C1CN(P(=O)(OC1)NCCCl)CCCl. Cell line: SF-268. Synergy scores: CSS=-1.74, Synergy_ZIP=1.93, Synergy_Bliss=1.66, Synergy_Loewe=-1.55, Synergy_HSA=-2.42. (5) Drug 1: CC12CCC3C(C1CCC2=O)CC(=C)C4=CC(=O)C=CC34C. Drug 2: CCCCC(=O)OCC(=O)C1(CC(C2=C(C1)C(=C3C(=C2O)C(=O)C4=C(C3=O)C=CC=C4OC)O)OC5CC(C(C(O5)C)O)NC(=O)C(F)(F)F)O. Cell line: BT-549. Synergy scores: CSS=45.0, Synergy_ZIP=0.354, Synergy_Bliss=1.22, Synergy_Loewe=2.08, Synergy_HSA=1.87. (6) Drug 1: CC12CCC(CC1=CCC3C2CCC4(C3CC=C4C5=CN=CC=C5)C)O. Drug 2: C1=NC2=C(N=C(N=C2N1C3C(C(C(O3)CO)O)F)Cl)N. Cell line: UACC-257. Synergy scores: CSS=13.8, Synergy_ZIP=-9.83, Synergy_Bliss=-3.66, Synergy_Loewe=-14.7, Synergy_HSA=-3.71. (7) Cell line: NCI-H226. Synergy scores: CSS=25.9, Synergy_ZIP=-5.31, Synergy_Bliss=-1.70, Synergy_Loewe=-21.8, Synergy_HSA=-1.57. Drug 2: C1CC(=O)NC(=O)C1N2C(=O)C3=CC=CC=C3C2=O. Drug 1: C1=NC2=C(N1)C(=S)N=CN2. (8) Drug 1: CC1=C2C(C(=O)C3(C(CC4C(C3C(C(C2(C)C)(CC1OC(=O)C(C(C5=CC=CC=C5)NC(=O)C6=CC=CC=C6)O)O)OC(=O)C7=CC=CC=C7)(CO4)OC(=O)C)O)C)OC(=O)C. Drug 2: C(CCl)NC(=O)N(CCCl)N=O. Cell line: NCI-H226. Synergy scores: CSS=24.0, Synergy_ZIP=-5.10, Synergy_Bliss=-9.16, Synergy_Loewe=-14.2, Synergy_HSA=-9.34. (9) Drug 2: CC12CCC3C(C1CCC2OP(=O)(O)O)CCC4=C3C=CC(=C4)OC(=O)N(CCCl)CCCl.[Na+]. Drug 1: C#CCC(CC1=CN=C2C(=N1)C(=NC(=N2)N)N)C3=CC=C(C=C3)C(=O)NC(CCC(=O)O)C(=O)O. Cell line: TK-10. Synergy scores: CSS=6.54, Synergy_ZIP=2.45, Synergy_Bliss=-2.12, Synergy_Loewe=-2.53, Synergy_HSA=-3.67.